From a dataset of Forward reaction prediction with 1.9M reactions from USPTO patents (1976-2016). Predict the product of the given reaction. Given the reactants C(OC([N:8]1[CH2:13][CH2:12][CH:11]([CH2:14][NH:15][C:16]2[NH:20][C:19]3[CH:21]=[CH:22][CH:23]=[CH:24][C:18]=3[N:17]=2)[CH2:10][CH2:9]1)=O)(C)(C)C.O1CCOCC1.Cl.[OH-].[Na+].C(O)CCC, predict the reaction product. The product is: [NH:17]1[C:18]2[CH:24]=[CH:23][CH:22]=[CH:21][C:19]=2[N:20]=[C:16]1[NH:15][CH2:14][CH:11]1[CH2:12][CH2:13][NH:8][CH2:9][CH2:10]1.